This data is from Reaction yield outcomes from USPTO patents with 853,638 reactions. The task is: Predict the reaction yield, written as a fraction of the theoretical maximum amount of product (1.0 means a 100% yield; for example, 0.34 means a 34% yield). The reactants are [Cl:1][C:2]1[CH:3]=[C:4]([NH:9][C:10]2[N:15]=[C:14]([NH:16][CH2:17][CH2:18][CH2:19][N:20]([CH3:22])[CH3:21])[C:13]([C:23]3[CH:24]=[N:25][CH:26]=[C:27]([CH:32]=3)/[C:28](=[N:30]/[OH:31])/[NH2:29])=[CH:12][N:11]=2)[CH:5]=[CH:6][C:7]=1[F:8].C(N(CC)CC)C.[C:40](N1C=CN=C1)(N1C=CN=C1)=[O:41]. The catalyst is O1CCOCC1. The product is [Cl:1][C:2]1[CH:3]=[C:4]([NH:9][C:10]2[N:15]=[C:14]([NH:16][CH2:17][CH2:18][CH2:19][N:20]([CH3:22])[CH3:21])[C:13]([C:23]3[CH:32]=[C:27]([C:28]4[NH:29][C:40](=[O:41])[O:31][N:30]=4)[CH:26]=[N:25][CH:24]=3)=[CH:12][N:11]=2)[CH:5]=[CH:6][C:7]=1[F:8]. The yield is 0.980.